This data is from Reaction yield outcomes from USPTO patents with 853,638 reactions. The task is: Predict the reaction yield, written as a fraction of the theoretical maximum amount of product (1.0 means a 100% yield; for example, 0.34 means a 34% yield). The reactants are [CH3:1][O:2][C:3]1[CH:8]=[CH:7][CH:6]=[CH:5][C:4]=1[C:9]1[C:17]2[C:12](=[N:13][CH:14]=[C:15]([C:18]3[CH:19]=[N:20][CH:21]=[C:22]([CH:26]=3)[C:23](O)=[O:24])[CH:16]=2)[NH:11][N:10]=1.C1[CH:32]=[CH:31][C:30]([CH2:33][NH:34]S(C2C=CC3N=NN(O)C=3C=2)(=O)=O)=CC=1.Cl.CCN=C=NCCCN(C)C.N1CCCC1. The catalyst is CN(C=O)C.CN(C1C=CN=CC=1)C. The product is [CH3:1][O:2][C:3]1[CH:8]=[CH:7][CH:6]=[CH:5][C:4]=1[C:9]1[C:17]2[C:12](=[N:13][CH:14]=[C:15]([C:18]3[CH:26]=[C:22]([C:23]([N:34]4[CH2:33][CH2:30][CH2:31][CH2:32]4)=[O:24])[CH:21]=[N:20][CH:19]=3)[CH:16]=2)[NH:11][N:10]=1. The yield is 0.0600.